From a dataset of Forward reaction prediction with 1.9M reactions from USPTO patents (1976-2016). Predict the product of the given reaction. (1) Given the reactants [F:1][C:2]1[CH:7]=[CH:6][C:5](Br)=[C:4]([F:9])[C:3]=1[F:10].[P:11]([O-:18])([O:15][CH2:16][CH3:17])[O:12][CH2:13][CH3:14].C1(CNCC2CCCCC2)CCCCC1.C1(P(C2C=CC=CC=2)C2C=CC=CC=2)C=CC=CC=1, predict the reaction product. The product is: [F:1][C:2]1[CH:7]=[C:6]([P:11](=[O:18])([O:15][CH2:16][CH3:17])[O:12][CH2:13][CH3:14])[CH:5]=[C:4]([F:9])[C:3]=1[F:10]. (2) Given the reactants [NH:1]1[CH2:4][CH:3]([CH2:5][C:6]2[N:7]([CH3:33])[C:8]3[C:13]([N:14]=2)=[C:12]([N:15]2[CH2:20][CH2:19][O:18][CH2:17][CH2:16]2)[N:11]=[C:10]([N:21]2[C:25]4[CH:26]=[CH:27][CH:28]=[CH:29][C:24]=4[N:23]=[C:22]2[C@H:30]([OH:32])[CH3:31])[N:9]=3)[CH2:2]1.[OH:34][C:35]([CH3:40])([CH3:39])[C:36](O)=[O:37].C1C=CC2N(O)N=NC=2C=1.CN1CCOCC1.CCN=C=NCCCN(C)C, predict the reaction product. The product is: [OH:34][C:35]([CH3:40])([CH3:39])[C:36]([N:1]1[CH2:4][CH:3]([CH2:5][C:6]2[N:7]([CH3:33])[C:8]3[C:13]([N:14]=2)=[C:12]([N:15]2[CH2:20][CH2:19][O:18][CH2:17][CH2:16]2)[N:11]=[C:10]([N:21]2[C:25]4[CH:26]=[CH:27][CH:28]=[CH:29][C:24]=4[N:23]=[C:22]2[C@H:30]([OH:32])[CH3:31])[N:9]=3)[CH2:2]1)=[O:37]. (3) Given the reactants [CH2:1]([O:4][C:5]1[CH:18]=[CH:17][CH:16]=[CH:15][C:6]=1[CH2:7][C:8]1[C:9](N)=[N:10][NH:11][C:12]=1N)[CH:2]=[CH2:3].[PH2](O)=O.N([O-])=O.[Na+], predict the reaction product. The product is: [CH2:1]([O:4][C:5]1[CH:18]=[CH:17][CH:16]=[CH:15][C:6]=1[CH2:7][C:8]1[CH:9]=[N:10][NH:11][CH:12]=1)[CH:2]=[CH2:3]. (4) The product is: [F:1][C:2]1[N:9]=[C:8]([NH:28][C:25]2[CH:24]=[C:23]([O:22][CH:19]([CH3:21])[CH3:20])[NH:27][N:26]=2)[C:7]([F:11])=[CH:6][C:3]=1[C:4]#[N:5]. Given the reactants [F:1][C:2]1[N:9]=[C:8](F)[C:7]([F:11])=[CH:6][C:3]=1[C:4]#[N:5].C(N(CC)CC)C.[CH:19]([O:22][C:23]1[NH:27][N:26]=[C:25]([NH2:28])[CH:24]=1)([CH3:21])[CH3:20], predict the reaction product. (5) Given the reactants Br[CH2:2][C:3]1[C:8]([Cl:9])=[CH:7][C:6]([C:10]([F:13])([F:12])[F:11])=[CH:5][N:4]=1.[NH:14]1[C:22]2[C:17](=[CH:18][C:19]([CH:23]=[O:24])=[CH:20][CH:21]=2)[CH:16]=[N:15]1, predict the reaction product. The product is: [Cl:9][C:8]1[C:3]([CH2:2][N:14]2[C:22]3[C:17](=[CH:18][C:19]([CH:23]=[O:24])=[CH:20][CH:21]=3)[CH:16]=[N:15]2)=[N:4][CH:5]=[C:6]([C:10]([F:13])([F:12])[F:11])[CH:7]=1. (6) Given the reactants [Cu]C#N.[Br-].[Li+].[Br-].[C:7]([C:9]1[C:14]([Zn+])=[CH:13][CH:12]=[CH:11][N:10]=1)#[N:8].[Br:16][C:17]1[CH:18]=[C:19]([CH:23]=[CH:24][C:25]=1[O:26][CH3:27])[C:20](Cl)=[O:21], predict the reaction product. The product is: [Br:16][C:17]1[CH:18]=[C:19]([CH:23]=[CH:24][C:25]=1[O:26][CH3:27])[C:20]([C:14]1[C:9]([C:7]#[N:8])=[N:10][CH:11]=[CH:12][CH:13]=1)=[O:21]. (7) Given the reactants [C:1]([O:5][C:6](=[O:28])[NH:7][CH2:8][C:9]1[CH:14]=[CH:13][C:12]([O:15][CH2:16][C:17](=[O:21])[N:18]([CH3:20])[CH3:19])=[C:11]([C:22]2[CH:27]=[CH:26][N:25]=[CH:24][CH:23]=2)[CH:10]=1)([CH3:4])([CH3:3])[CH3:2], predict the reaction product. The product is: [C:1]([O:5][C:6](=[O:28])[NH:7][CH2:8][C:9]1[CH:14]=[CH:13][C:12]([O:15][CH2:16][C:17](=[O:21])[N:18]([CH3:20])[CH3:19])=[C:11]([CH:22]2[CH2:23][CH2:24][NH:25][CH2:26][CH2:27]2)[CH:10]=1)([CH3:4])([CH3:2])[CH3:3].